This data is from Forward reaction prediction with 1.9M reactions from USPTO patents (1976-2016). The task is: Predict the product of the given reaction. (1) Given the reactants [CH2:1]([N:3]([CH3:23])[C:4]([N:6]1[CH2:11][CH:10]([C:12]2[CH:17]=[CH:16][C:15]([CH2:18][CH3:19])=[CH:14][CH:13]=2)[CH2:9][CH:8]([C:20]([OH:22])=O)[CH2:7]1)=[O:5])[CH3:2].O[NH:25][C:26](=[NH:34])[CH2:27][N:28]1[CH2:33][CH2:32][O:31][CH2:30][CH2:29]1, predict the reaction product. The product is: [CH2:1]([N:3]([CH3:23])[C:4]([N:6]1[CH2:7][CH:8]([C:20]2[O:22][N:34]=[C:26]([CH2:27][N:28]3[CH2:33][CH2:32][O:31][CH2:30][CH2:29]3)[N:25]=2)[CH2:9][CH:10]([C:12]2[CH:17]=[CH:16][C:15]([CH2:18][CH3:19])=[CH:14][CH:13]=2)[CH2:11]1)=[O:5])[CH3:2]. (2) Given the reactants [Cl:1][C:2]1[CH:7]=[CH:6][C:5]([C:8](F)(F)F)=[CH:4][CH:3]=1.[Al+3].[Cl-:13].[Cl-:14].[Cl-].[F:16][C:17]1[CH:22]=[CH:21][CH:20]=[CH:19][CH:18]=1, predict the reaction product. The product is: [Cl:1][C:2]1[CH:3]=[CH:4][C:5]([C:8]([C:20]2[CH:21]=[CH:22][C:17]([F:16])=[CH:18][CH:19]=2)([Cl:14])[Cl:13])=[CH:6][CH:7]=1.